Dataset: Catalyst prediction with 721,799 reactions and 888 catalyst types from USPTO. Task: Predict which catalyst facilitates the given reaction. Reactant: [CH:1]1[C:14]2[C:5](=[N:6][C:7]([O:15][C@H:16]3[CH2:20][NH:19][C@H:18]([C:21]([NH:23][C@:24]4([C:29]([O:31][CH2:32][CH3:33])=[O:30])[CH2:26][C@H:25]4[CH:27]=[CH2:28])=[O:22])[CH2:17]3)=[C:8]3[C:13]=2[CH:12]=[CH:11][CH:10]=[CH:9]3)[CH:4]=[CH:3][CH:2]=1.[CH3:34][C:35]1[N:36]=[CH:37][C:38]([C:41]([NH:43][C@@H:44]([CH2:48][CH2:49][CH2:50][CH2:51][CH2:52][CH:53]=[CH2:54])[C:45](O)=[O:46])=[O:42])=[N:39][CH:40]=1.ON1C(=O)C2C(C3CC2C=C3)C1=O.Cl.CN(C)CCCN=C=NCC.CN(C)CCN. Product: [CH3:34][C:35]1[N:36]=[CH:37][C:38]([C:41]([NH:43][C@@H:44]([CH2:48][CH2:49][CH2:50][CH2:51][CH2:52][CH:53]=[CH2:54])[C:45]([N:19]2[CH2:20][C@H:16]([O:15][C:7]3[N:6]=[C:5]4[C:14](=[C:13]5[C:8]=3[CH:9]=[CH:10][CH:11]=[CH:12]5)[CH:1]=[CH:2][CH:3]=[CH:4]4)[CH2:17][C@H:18]2[C:21]([NH:23][C@:24]2([C:29]([O:31][CH2:32][CH3:33])=[O:30])[CH2:26][C@H:25]2[CH:27]=[CH2:28])=[O:22])=[O:46])=[O:42])=[N:39][CH:40]=1. The catalyst class is: 3.